From a dataset of Catalyst prediction with 721,799 reactions and 888 catalyst types from USPTO. Predict which catalyst facilitates the given reaction. (1) Reactant: [F:1][C:2]1[CH:7]=[C:6]([F:8])[CH:5]=[CH:4][C:3]=1[C:9](=[O:11])[CH3:10].[Cl:12][C:13]1[N:14]=[N:15][C:16](Cl)=[CH:17][CH:18]=1.[H-].[Na+]. Product: [Cl:12][C:13]1[N:14]=[N:15][C:16]([CH2:10][C:9]([C:3]2[CH:4]=[CH:5][C:6]([F:8])=[CH:7][C:2]=2[F:1])=[O:11])=[CH:17][CH:18]=1. The catalyst class is: 57. (2) Reactant: [Cl:1][C:2]1[CH:3]=[C:4]([C:12]2([C:27]([F:30])([F:29])[F:28])[O:16][N:15]=[C:14]([C:17]3[CH:25]=[CH:24][C:20]([C:21]([OH:23])=O)=[C:19]([CH3:26])[CH:18]=3)[CH2:13]2)[CH:5]=[C:6]([C:8]([F:11])([F:10])[F:9])[CH:7]=1.CCN=C=NCCCN(C)C.C1C=CC2N(O)N=NC=2C=1.Cl.[NH:53]1[CH2:57][C:56](=[O:58])[NH:55][CH2:54]1. Product: [Cl:1][C:2]1[CH:3]=[C:4]([C:12]2([C:27]([F:30])([F:28])[F:29])[O:16][N:15]=[C:14]([C:17]3[CH:25]=[CH:24][C:20]([C:21]([N:53]4[CH2:57][C:56](=[O:58])[NH:55][CH2:54]4)=[O:23])=[C:19]([CH3:26])[CH:18]=3)[CH2:13]2)[CH:5]=[C:6]([C:8]([F:11])([F:9])[F:10])[CH:7]=1. The catalyst class is: 2. (3) Reactant: S(Cl)(Cl)=O.[CH2:5]([C:12]1[CH:13]=[C:14]([CH:18]=[CH:19][CH:20]=1)[C:15]([OH:17])=O)[C:6]1[CH:11]=[CH:10][CH:9]=[CH:8][CH:7]=1.Cl.[Cl:22][C:23]1[CH:24]=[C:25]2[C:29](=[CH:30][CH:31]=1)[NH:28][CH:27]=[C:26]2[CH2:32][CH2:33][NH2:34].C(N(CC)CC)C. Product: [CH2:5]([C:12]1[CH:13]=[C:14]([CH:18]=[CH:19][CH:20]=1)[C:15]([NH:34][CH2:33][CH2:32][C:26]1[C:25]2[C:29](=[CH:30][CH:31]=[C:23]([Cl:22])[CH:24]=2)[NH:28][CH:27]=1)=[O:17])[C:6]1[CH:7]=[CH:8][CH:9]=[CH:10][CH:11]=1. The catalyst class is: 22. (4) Reactant: [Cl:1][C:2]1[CH:3]=[C:4]2[C:8](=[CH:9][CH:10]=1)[N:7]([CH2:11][CH:12]([CH3:14])[CH3:13])[CH:6]=[C:5]2[C:15]1[O:16][CH:17]=[C:18]([C:20]([O:22]CC)=[O:21])[N:19]=1.[OH-].[Na+]. Product: [Cl:1][C:2]1[CH:3]=[C:4]2[C:8](=[CH:9][CH:10]=1)[N:7]([CH2:11][CH:12]([CH3:14])[CH3:13])[CH:6]=[C:5]2[C:15]1[O:16][CH:17]=[C:18]([C:20]([OH:22])=[O:21])[N:19]=1. The catalyst class is: 14. (5) Reactant: [N:1]1([C:7]2[N:8]=[C:9]3[NH:17][C@H:16]([C:18]([F:21])([F:20])[F:19])[CH2:15][CH2:14][N:10]3[C:11](=[O:13])[CH:12]=2)[CH2:6][CH2:5][O:4][CH2:3][CH2:2]1.[H-].[Na+].[F:24][C:25]1[CH:33]=[CH:32][CH:31]=[CH:30][C:26]=1[C:27](Cl)=[O:28]. Product: [F:24][C:25]1[CH:33]=[CH:32][CH:31]=[CH:30][C:26]=1[C:27]([N:17]1[C:9]2=[N:8][C:7]([N:1]3[CH2:6][CH2:5][O:4][CH2:3][CH2:2]3)=[CH:12][C:11](=[O:13])[N:10]2[CH2:14][CH2:15][C@H:16]1[C:18]([F:20])([F:21])[F:19])=[O:28]. The catalyst class is: 7.